From a dataset of Forward reaction prediction with 1.9M reactions from USPTO patents (1976-2016). Predict the product of the given reaction. (1) The product is: [CH2:30]([O:37][C:2]1[C:15]2[CH2:14][CH2:13][N:12]3[C:8](=[N:9][C:10]([C:16]4[CH:21]=[CH:20][CH:19]=[CH:18][CH:17]=4)=[CH:11]3)[CH:7]([O:22][CH:23]3[CH2:28][CH2:27][N:26]([CH3:29])[CH2:25][CH2:24]3)[C:6]=2[CH:5]=[CH:4][CH:3]=1)[C:31]1[CH:36]=[CH:35][CH:34]=[CH:33][CH:32]=1. Given the reactants Br[C:2]1[C:15]2[CH2:14][CH2:13][N:12]3[C:8](=[N:9][C:10]([C:16]4[CH:21]=[CH:20][CH:19]=[CH:18][CH:17]=4)=[CH:11]3)[CH:7]([O:22][CH:23]3[CH2:28][CH2:27][N:26]([CH3:29])[CH2:25][CH2:24]3)[C:6]=2[CH:5]=[CH:4][CH:3]=1.[CH2:30]([OH:37])[C:31]1[CH:36]=[CH:35][CH:34]=[CH:33][CH:32]=1.CC1C=NC2C(C=1C)=CC=C1C=2N=CC(C)=C1C.C(=O)([O-])[O-].[Cs+].[Cs+], predict the reaction product. (2) Given the reactants [OH:1][C:2]1[CH:11]=[CH:10][C:9]([O:12][CH3:13])=[CH:8][C:3]=1[C:4]([O:6]C)=[O:5].[CH2:14](Br)[CH:15]=[CH2:16].C(=O)([O-])[O-].[K+].[K+], predict the reaction product. The product is: [CH2:16]([O:1][C:2]1[CH:11]=[CH:10][C:9]([O:12][CH3:13])=[CH:8][C:3]=1[C:4]([OH:6])=[O:5])[CH:15]=[CH2:14]. (3) Given the reactants [F:1][C:2]1[CH:28]=[C:27]([F:29])[CH:26]=[CH:25][C:3]=1[O:4][C:5]1[CH:12]=[CH:11][C:8]([CH:9]=O)=[CH:7][C:6]=1[C:13]1[C:21]2[C:16](=[C:17]([O:22][CH3:23])[N:18]=[CH:19][CH:20]=2)[N:15]([CH3:24])[CH:14]=1.[NH:30]1[CH2:35][CH2:34][CH:33]([NH:36][C:37](=[O:43])[O:38][C:39]([CH3:42])([CH3:41])[CH3:40])[CH2:32][CH2:31]1.C(O)(=O)C.C(O[BH-](OC(=O)C)OC(=O)C)(=O)C.[Na+], predict the reaction product. The product is: [F:1][C:2]1[CH:28]=[C:27]([F:29])[CH:26]=[CH:25][C:3]=1[O:4][C:5]1[CH:12]=[CH:11][C:8]([CH2:9][N:30]2[CH2:31][CH2:32][CH:33]([NH:36][C:37](=[O:43])[O:38][C:39]([CH3:41])([CH3:40])[CH3:42])[CH2:34][CH2:35]2)=[CH:7][C:6]=1[C:13]1[C:21]2[C:16](=[C:17]([O:22][CH3:23])[N:18]=[CH:19][CH:20]=2)[N:15]([CH3:24])[CH:14]=1. (4) Given the reactants [C:1]1([N:7]2[C:19]3[CH:18]=[CH:17][C:16](B4OC(C)(C)C(C)(C)O4)=[CH:15][C:14]=3[C:13]3[C:8]2=[CH:9][CH:10]=[CH:11][CH:12]=3)[CH:6]=[CH:5][CH:4]=[CH:3][CH:2]=1.[Br:29][C:30]1[CH:35]=[CH:34][C:33](I)=[CH:32][CH:31]=1.C(=O)([O-])[O-].[K+].[K+], predict the reaction product. The product is: [Br:29][C:30]1[CH:35]=[CH:34][C:33]([C:16]2[CH:17]=[CH:18][C:19]3[N:7]([C:1]4[CH:6]=[CH:5][CH:4]=[CH:3][CH:2]=4)[C:8]4[C:13]([C:14]=3[CH:15]=2)=[CH:12][CH:11]=[CH:10][CH:9]=4)=[CH:32][CH:31]=1. (5) Given the reactants [CH:1]1([C:4]2[N:9]=[N:8][C:7](O)=[CH:6][CH:5]=2)[CH2:3][CH2:2]1.O=P(Cl)(Cl)[Cl:13], predict the reaction product. The product is: [Cl:13][C:7]1[N:8]=[N:9][C:4]([CH:1]2[CH2:3][CH2:2]2)=[CH:5][CH:6]=1.